From a dataset of Peptide-MHC class II binding affinity with 134,281 pairs from IEDB. Regression. Given a peptide amino acid sequence and an MHC pseudo amino acid sequence, predict their binding affinity value. This is MHC class II binding data. (1) The peptide sequence is SQDLELSWNLMGLQAY. The MHC is DRB1_0802 with pseudo-sequence DRB1_0802. The binding affinity (normalized) is 0.458. (2) The peptide sequence is SQDLELSWNLNGLEAY. The MHC is HLA-DQA10101-DQB10501 with pseudo-sequence HLA-DQA10101-DQB10501. The binding affinity (normalized) is 0.772. (3) The peptide sequence is KEPIVGAETFYVDGA. The MHC is DRB1_1602 with pseudo-sequence DRB1_1602. The binding affinity (normalized) is 0.595.